From a dataset of Forward reaction prediction with 1.9M reactions from USPTO patents (1976-2016). Predict the product of the given reaction. (1) The product is: [C:29]1([C:39]2[CH:44]=[CH:43][CH:42]=[CH:41][CH:40]=2)[CH:34]=[CH:33][C:32]([S:35]([N:21]2[CH2:20][CH2:19][S:18][C@H:17]2[C:15]([NH:14][C@H:7]([C:1]2[CH:2]=[CH:3][CH:4]=[CH:5][CH:6]=2)[C:8]2[CH:13]=[CH:12][CH:11]=[CH:10][N:9]=2)=[O:16])(=[O:37])=[O:36])=[CH:31][CH:30]=1. Given the reactants [C:1]1([C@@H:7]([NH:14][C:15]([C@H:17]2[N:21](C(OC(C)(C)C)=O)[CH2:20][CH2:19][S:18]2)=[O:16])[C:8]2[CH:13]=[CH:12][CH:11]=[CH:10][N:9]=2)[CH:6]=[CH:5][CH:4]=[CH:3][CH:2]=1.[C:29]1([C:39]2[CH:44]=[CH:43][CH:42]=[CH:41][CH:40]=2)[CH:34]=[CH:33][C:32]([S:35](Cl)(=[O:37])=[O:36])=[CH:31][CH:30]=1, predict the reaction product. (2) Given the reactants [CH2:1]=[CH:2][N:3]1[C:7](=[O:8])[CH2:6][CH2:5][CH2:4]1.N(C(C)(C)C#N)=N[C:11](C)(C)C#N.[C:21]([O:25][CH2:26][CH2:27][CH2:28]C)(=[O:24])[CH:22]=[CH2:23].CCCCCC, predict the reaction product. The product is: [CH:2]([N:3]1[CH2:4][CH2:5][CH2:6][C:7]1=[O:8])=[CH2:1].[C:21]([O:25][CH:26]([CH2:27][CH3:28])[CH3:11])(=[O:24])[CH:22]=[CH2:23]. (3) Given the reactants C1(CCCN)C=CC=CC=1.[CH2:11]1[C:19]2[CH:18]=[CH:17][N:16]=[CH:15][C:14]=2[CH2:13][N:12]1[C:20]([NH:22][C:23]1[N:28]=[N:27][C:26]([C:29]([OH:31])=O)=[CH:25][CH:24]=1)=[O:21].C1C2C(=CC=CC=2)CN1C([NH:43][C:44]1C=C[C:47]([C:48]([OH:50])=O)=[CH:46][CH:45]=1)=O, predict the reaction product. The product is: [O:50]1[CH2:48][CH2:47][CH2:46][C@@H:45]1[CH2:44][NH:43][C:29]([C:26]1[N:27]=[N:28][C:23]([NH:22][C:20]([N:12]2[CH2:11][C:19]3[CH:18]=[CH:17][N:16]=[CH:15][C:14]=3[CH2:13]2)=[O:21])=[CH:24][CH:25]=1)=[O:31]. (4) Given the reactants C(O[C:4](=[O:17])[C:5]([F:16])([F:15])[C:6]1[CH:11]=[CH:10][C:9]([CH:12]([CH3:14])[CH3:13])=[CH:8][N:7]=1)C.P(Cl)(Cl)(Cl)=O.Cl.[NH2:24][CH2:25][C:26]1[CH:27]=[C:28]2[C:32](=[CH:33][CH:34]=1)[C:31](=[O:35])[N:30]([CH:36]1[CH2:41][CH2:40][C:39](=[O:42])[NH:38][C:37]1=[O:43])[CH2:29]2.C(=O)(O)[O-].[Na+], predict the reaction product. The product is: [O:43]=[C:37]1[CH:36]([N:30]2[CH2:29][C:28]3[C:32](=[CH:33][CH:34]=[C:26]([CH2:25][NH:24][C:4](=[O:17])[C:5]([F:15])([F:16])[C:6]4[CH:11]=[CH:10][C:9]([CH:12]([CH3:13])[CH3:14])=[CH:8][N:7]=4)[CH:27]=3)[C:31]2=[O:35])[CH2:41][CH2:40][C:39](=[O:42])[NH:38]1. (5) The product is: [Cl:16][C:17]1[CH:18]=[C:19]2[C:24](=[CH:25][CH:26]=1)[N:23]=[CH:22][CH:21]=[C:20]2[CH2:27][N:12]1[C:29]([C:31]2[N:32]([CH3:44])[CH:33]=[C:34]([NH:36][C:37](=[O:43])[O:38][C:39]([CH3:40])([CH3:42])[CH3:41])[N:35]=2)=[C:9]2[C:10]([N:5]([CH2:4][CH:1]3[CH2:2][CH2:3]3)[C:6](=[O:15])[N:7]([CH3:14])[C:8]2=[O:13])=[N:11]1. Given the reactants [CH:1]1([CH2:4][N:5]2[C:10]([NH:11][NH2:12])=[CH:9][C:8](=[O:13])[N:7]([CH3:14])[C:6]2=[O:15])[CH2:3][CH2:2]1.[Cl:16][C:17]1[CH:18]=[C:19]2[C:24](=[CH:25][CH:26]=1)[N:23]=[CH:22][CH:21]=[C:20]2[CH:27]=O.[CH:29]([C:31]1[N:32]([CH3:44])[CH:33]=[C:34]([NH:36][C:37](=[O:43])[O:38][C:39]([CH3:42])([CH3:41])[CH3:40])[N:35]=1)=O, predict the reaction product.